This data is from Full USPTO retrosynthesis dataset with 1.9M reactions from patents (1976-2016). The task is: Predict the reactants needed to synthesize the given product. (1) Given the product [C:1]([O:5][C:6]([N:8]1[CH2:13][CH2:12][N:11]([C:14]([C:16]2[C:24]3[C:19](=[CH:20][N:21]=[C:22]([O:25][CH3:26])[CH:23]=3)[N:18]([C:27]3[CH:32]=[CH:31][CH:30]=[CH:29][CH:28]=3)[C:17]=2[O:41][C:39]2[CH:40]=[C:35]([F:34])[CH:36]=[CH:37][C:38]=2[CH3:42])=[O:15])[CH2:10][CH2:9]1)=[O:7])([CH3:4])([CH3:3])[CH3:2], predict the reactants needed to synthesize it. The reactants are: [C:1]([O:5][C:6]([N:8]1[CH2:13][CH2:12][N:11]([C:14]([C:16]2[C:24]3[C:19](=[CH:20][N:21]=[C:22]([O:25][CH3:26])[CH:23]=3)[N:18]([C:27]3[CH:32]=[CH:31][CH:30]=[CH:29][CH:28]=3)[C:17]=2Cl)=[O:15])[CH2:10][CH2:9]1)=[O:7])([CH3:4])([CH3:3])[CH3:2].[F:34][C:35]1[CH:36]=[CH:37][C:38]([CH3:42])=[C:39]([OH:41])[CH:40]=1. (2) Given the product [Cl:19][C:20]1[CH:21]=[CH:22][C:23]([N:26]2[C:30]([C:2]3[CH:3]=[CH:4][C:5]4[N:9]=[CH:8][N:7]([C:10]5[CH:15]=[CH:14][C:13]([O:16][CH3:17])=[CH:12][CH:11]=5)[C:6]=4[CH:18]=3)=[CH:29][CH:28]=[N:27]2)=[CH:24][CH:25]=1, predict the reactants needed to synthesize it. The reactants are: Br[C:2]1[CH:3]=[CH:4][C:5]2[N:9]=[CH:8][N:7]([C:10]3[CH:15]=[CH:14][C:13]([O:16][CH3:17])=[CH:12][CH:11]=3)[C:6]=2[CH:18]=1.[Cl:19][C:20]1[CH:25]=[CH:24][C:23]([N:26]2[C:30](B(O)O)=[CH:29][CH:28]=[N:27]2)=[CH:22][CH:21]=1. (3) Given the product [NH2:1][C:4]1[CH:5]=[CH:6][C:7]([CH2:10][CH:11]([OH:13])[CH3:12])=[CH:8][CH:9]=1, predict the reactants needed to synthesize it. The reactants are: [N+:1]([C:4]1[CH:9]=[CH:8][C:7]([CH2:10][CH:11]([OH:13])[CH3:12])=[CH:6][CH:5]=1)([O-])=O. (4) Given the product [C:52]([O:56][C:57](=[O:60])[CH2:58][NH:59][C:19](=[O:20])[C@@H:18]([NH:17][C:15]([C:13]1[CH:12]=[CH:11][C:10]2[N:6]([CH:3]([CH2:4][CH3:5])[CH2:1][CH3:2])[C:7]([CH2:26][C:27]3[S:28][CH:29]=[CH:30][CH:31]=3)=[N:8][C:9]=2[CH:14]=1)=[O:16])[CH2:22][CH:23]([CH3:24])[CH3:25])([CH3:55])([CH3:54])[CH3:53], predict the reactants needed to synthesize it. The reactants are: [CH2:1]([CH:3]([N:6]1[C:10]2[CH:11]=[CH:12][C:13]([C:15]([NH:17][C@@H:18]([CH2:22][CH:23]([CH3:25])[CH3:24])[C:19](O)=[O:20])=[O:16])=[CH:14][C:9]=2[N:8]=[C:7]1[CH2:26][C:27]1[S:28][CH:29]=[CH:30][CH:31]=1)[CH2:4][CH3:5])[CH3:2].C1C=NC2N(O)N=NC=2C=1.CCN(C(C)C)C(C)C.Cl.[C:52]([O:56][C:57](=[O:60])[CH2:58][NH2:59])([CH3:55])([CH3:54])[CH3:53].Cl. (5) Given the product [CH3:16][O:17][C:18]1[CH:19]=[C:20]([S:24]([N:1]2[CH:5]=[CH:4][C:3]([C:6]3[C:15]4[C:10](=[CH:11][CH:12]=[CH:13][CH:14]=4)[N:9]=[CH:8][CH:7]=3)=[N:2]2)(=[O:26])=[O:25])[CH:21]=[CH:22][CH:23]=1, predict the reactants needed to synthesize it. The reactants are: [NH:1]1[CH:5]=[CH:4][C:3]([C:6]2[C:15]3[C:10](=[CH:11][CH:12]=[CH:13][CH:14]=3)[N:9]=[CH:8][CH:7]=2)=[N:2]1.[CH3:16][O:17][C:18]1[CH:19]=[C:20]([S:24](Cl)(=[O:26])=[O:25])[CH:21]=[CH:22][CH:23]=1. (6) The reactants are: [CH2:1]([O:7][C:8]1[CH:13]=[CH:12][C:11]([C:14]2[NH:15][C:16]3[CH:22]=[C:21]([C:23](N(OC)C)=[O:24])[CH:20]=[CH:19][C:17]=3[N:18]=2)=[CH:10][CH:9]=1)[CH2:2][CH2:3][CH2:4][C:5]#[CH:6].[H-].[Al+3].[Li+].[H-].[H-].[H-]. Given the product [CH2:1]([O:7][C:8]1[CH:9]=[CH:10][C:11]([C:14]2[NH:15][C:16]3[CH:22]=[C:21]([CH:23]=[O:24])[CH:20]=[CH:19][C:17]=3[N:18]=2)=[CH:12][CH:13]=1)[CH2:2][CH2:3][CH2:4][C:5]#[CH:6], predict the reactants needed to synthesize it. (7) Given the product [CH3:12][O:13][C:14]([C@@:16]12[CH2:24][N:23]([C:2]([O:4][CH2:5][C:6]3[CH:11]=[CH:10][CH:9]=[CH:8][CH:7]=3)=[O:3])[CH2:22][C@@H:21]1[CH2:20][CH2:19][CH2:18][CH2:17]2)=[O:15], predict the reactants needed to synthesize it. The reactants are: Cl[C:2]([O:4][CH2:5][C:6]1[CH:11]=[CH:10][CH:9]=[CH:8][CH:7]=1)=[O:3].[CH3:12][O:13][C:14]([C@@:16]12[CH2:24][N:23](CC3C=CC=CC=3)[CH2:22][C@@H:21]1[CH2:20][CH2:19][CH2:18][CH2:17]2)=[O:15]. (8) The reactants are: [CH:1]([CH:4]1[C:9](=[O:10])[NH:8][C:7]2[CH:11]=[CH:12][C:13]([N+:15]([O-:17])=[O:16])=[CH:14][C:6]=2[O:5]1)([CH3:3])[CH3:2].C(=O)([O-])[O-].[K+].[K+].[C:24]([O:28][CH3:29])(=[O:27])[CH:25]=[CH2:26].C(OCC)(=O)C. Given the product [CH3:29][O:28][C:24](=[O:27])[CH2:25][CH2:26][N:8]1[C:7]2[CH:11]=[CH:12][C:13]([N+:15]([O-:17])=[O:16])=[CH:14][C:6]=2[O:5][CH:4]([CH:1]([CH3:3])[CH3:2])[C:9]1=[O:10], predict the reactants needed to synthesize it. (9) Given the product [CH3:21][O:22][C:23](=[O:31])[C:24]1[C:29]([NH:30][C:12]2[C:11]3[CH2:15][C:16]([CH3:19])([CH3:18])[CH2:17][C:10]=3[N:9]=[C:8]([C:6]3[CH:7]=[C:2]([Cl:1])[CH:3]=[CH:4][C:5]=3[F:20])[N:13]=2)=[CH:28][CH:27]=[N:26][CH:25]=1, predict the reactants needed to synthesize it. The reactants are: [Cl:1][C:2]1[CH:3]=[CH:4][C:5]([F:20])=[C:6]([C:8]2[N:13]=[C:12](I)[C:11]3[CH2:15][C:16]([CH3:19])([CH3:18])[CH2:17][C:10]=3[N:9]=2)[CH:7]=1.[CH3:21][O:22][C:23](=[O:31])[C:24]1[C:29]([NH2:30])=[CH:28][CH:27]=[N:26][CH:25]=1.C1C=CC(P(C2C=CC3C(=CC=CC=3)C=2C2C3C(=CC=CC=3)C=CC=2P(C2C=CC=CC=2)C2C=CC=CC=2)C2C=CC=CC=2)=CC=1.C([O-])([O-])=O.[Cs+].[Cs+]. (10) Given the product [C:1]([C:3]1[CH:12]=[C:11]([NH:13][CH2:14][C:15]([O:17][C:18]([CH3:20])([CH3:21])[CH3:19])=[O:16])[C:10]2[C:5](=[CH:6][CH:7]=[C:8]([C:22]([F:25])([F:24])[F:23])[CH:9]=2)[N:4]=1)(=[O:29])[NH2:2], predict the reactants needed to synthesize it. The reactants are: [C:1]([C:3]1[CH:12]=[C:11]([NH:13][CH2:14][C:15]([O:17][C:18]([CH3:21])([CH3:20])[CH3:19])=[O:16])[C:10]2[C:5](=[CH:6][CH:7]=[C:8]([C:22]([F:25])([F:24])[F:23])[CH:9]=2)[N:4]=1)#[N:2].C1C[O:29]CC1.